Dataset: Full USPTO retrosynthesis dataset with 1.9M reactions from patents (1976-2016). Task: Predict the reactants needed to synthesize the given product. (1) Given the product [CH:14]1([N:13]2[C:6]3[C:5](=[CH:10][C:9]([F:11])=[C:8]([F:12])[CH:7]=3)[C:4](=[O:17])[NH:20][C:21]2=[O:22])[CH2:15][CH2:16]1, predict the reactants needed to synthesize it. The reactants are: C(O[C:4](=[O:17])[C:5]1[CH:10]=[C:9]([F:11])[C:8]([F:12])=[CH:7][C:6]=1[NH:13][CH:14]1[CH2:16][CH2:15]1)C.ClS[N:20]=[C:21]=[O:22]. (2) The reactants are: [NH2:1][C:2]1[N:7]=[C:6]([S:8]([CH3:10])=O)[C:5]([C:11]#[N:12])=[C:4]([N:13]2[CH:17]=[CH:16][CH:15]=[N:14]2)[N:3]=1.[CH2:18]1[CH2:28][CH2:27][N:26]2[C:21](=NCCC2)[CH2:20][CH2:19]1. Given the product [NH2:1][C:2]1[N:3]=[C:4]([N:13]2[CH:17]=[CH:16][CH:15]=[N:14]2)[C:5]([C:11]#[N:12])=[C:6]([S:8][CH2:10][CH2:20][C:21]2[CH:19]=[CH:18][CH:28]=[CH:27][N:26]=2)[N:7]=1, predict the reactants needed to synthesize it. (3) Given the product [CH2:11]([O:18][C:19]1[N:20]=[N:21][C:22]([C:2]#[C:1][C:3]2[CH:8]=[CH:7][C:6]([CH2:9][OH:10])=[CH:5][CH:4]=2)=[CH:23][CH:24]=1)[C:12]1[CH:13]=[CH:14][CH:15]=[CH:16][CH:17]=1, predict the reactants needed to synthesize it. The reactants are: [C:1]([C:3]1[CH:8]=[CH:7][C:6]([CH2:9][OH:10])=[CH:5][CH:4]=1)#[CH:2].[CH2:11]([O:18][C:19]1[N:20]=[N:21][C:22](I)=[CH:23][CH:24]=1)[C:12]1[CH:17]=[CH:16][CH:15]=[CH:14][CH:13]=1. (4) The reactants are: [CH3:1][C@:2]12[C@H:12]([CH2:13]/[CH:14]=[C:15]3\[C@H:16]([OH:21])[CH2:17][O:18][C:19]\3=[O:20])[C:10](=[CH2:11])[CH2:9][CH2:8][C@@H:7]1[C@:6]1([CH3:28])[CH2:22][O:23][C:24]([CH3:27])([CH3:26])[O:25][C@@H:5]1[CH2:4][CH2:3]2.[C:29](OC(=O)C)(=[O:31])[CH3:30]. Given the product [CH3:30][C:29]([O:21][C@@H:16]1[CH2:17][O:18][C:19](/[C:15]/1=[CH:14]/[CH2:13][C@H:12]1[C@:2]2([CH3:1])[CH2:3][CH2:4][C@H:5]3[O:25][C:24]([CH3:27])([CH3:26])[O:23][CH2:22][C@@:6]3([CH3:28])[C@H:7]2[CH2:8][CH2:9][C:10]1=[CH2:11])=[O:20])=[O:31], predict the reactants needed to synthesize it. (5) Given the product [Br:1][C:2]1[CH:10]=[CH:9][C:5]([C:6]([NH:24][S:21](/[CH:20]=[CH:19]/[C:13]2[CH:18]=[CH:17][CH:16]=[CH:15][CH:14]=2)(=[O:22])=[O:23])=[O:8])=[C:4]([O:11][CH3:12])[CH:3]=1, predict the reactants needed to synthesize it. The reactants are: [Br:1][C:2]1[CH:10]=[CH:9][C:5]([C:6]([OH:8])=O)=[C:4]([O:11][CH3:12])[CH:3]=1.[C:13]1([CH:19]=[CH:20][S:21]([NH2:24])(=[O:23])=[O:22])[CH:18]=[CH:17][CH:16]=[CH:15][CH:14]=1.IC1C=CC=CC=1OC.C(N=C=NCCCN(C)C)C. (6) Given the product [CH:19]1([CH2:18][N:8]2[C:7](=[O:23])[C:6]([C:4]3[NH:24][C:25]4[CH:30]=[CH:29][C:28]([I:31])=[CH:27][C:26]=4[S:32](=[O:34])(=[O:33])[N:35]=3)=[C:11]([OH:12])[C:10]([CH2:13][C:14]([CH3:15])([CH3:17])[CH3:16])=[N:9]2)[CH2:22][CH2:21][CH2:20]1, predict the reactants needed to synthesize it. The reactants are: C(O[C:4]([C:6]1[C:7](=[O:23])[N:8]([CH2:18][CH:19]2[CH2:22][CH2:21][CH2:20]2)[N:9]=[C:10]([CH2:13][C:14]([CH3:17])([CH3:16])[CH3:15])[C:11]=1[OH:12])=O)C.[NH2:24][C:25]1[CH:30]=[CH:29][C:28]([I:31])=[CH:27][C:26]=1[S:32]([NH2:35])(=[O:34])=[O:33].